This data is from Full USPTO retrosynthesis dataset with 1.9M reactions from patents (1976-2016). The task is: Predict the reactants needed to synthesize the given product. (1) Given the product [Cl:1][C:2]1[C:3]([I:10])=[C:4]([CH:7]=[CH:8][CH:9]=1)[CH:5]=[N:15][NH:16][C:17]([NH2:19])=[NH:18], predict the reactants needed to synthesize it. The reactants are: [Cl:1][C:2]1[C:3]([I:10])=[C:4]([CH:7]=[CH:8][CH:9]=1)[CH:5]=O.C(=O)(O)O.[NH2:15][NH:16][C:17]([NH2:19])=[NH:18]. (2) Given the product [CH:44]1([NH:50][C:51]2[N:59]=[C:58]([NH:60][C:61]3[CH:66]=[CH:65][C:64]([N:67]4[CH2:68][CH2:69][N:70]([C:8]([CH:6]5[CH2:5][CH2:4][O:3][C:2]([CH3:1])([CH3:11])[CH2:7]5)=[O:10])[CH2:71][CH2:72]4)=[CH:63][C:62]=3[O:73][CH3:74])[N:57]=[C:56]3[C:52]=2[N:53]=[CH:54][NH:55]3)[CH2:45][CH2:46][CH2:47][CH2:48][CH2:49]1, predict the reactants needed to synthesize it. The reactants are: [CH3:1][C:2]1([CH3:11])[CH2:7][CH:6]([C:8]([OH:10])=O)[CH2:5][CH2:4][O:3]1.CCN(C(C)C)C(C)C.C1C=CC2N(O)N=NC=2C=1.O.CCN=C=NCCCN(C)C.Cl.[CH:44]1([NH:50][C:51]2[N:59]=[C:58]([NH:60][C:61]3[CH:66]=[CH:65][C:64]([N:67]4[CH2:72][CH2:71][NH:70][CH2:69][CH2:68]4)=[CH:63][C:62]=3[O:73][CH3:74])[N:57]=[C:56]3[C:52]=2[N:53]=[CH:54][NH:55]3)[CH2:49][CH2:48][CH2:47][CH2:46][CH2:45]1. (3) Given the product [F:23][C:22]([F:24])([F:25])[C:21]([C:18]1[CH:19]=[CH:20][C:15]([C:13]2[N:12]=[C:8]([C:5]3[CH:4]=[CH:3][C:2](=[O:1])[NH:7][CH:6]=3)[O:10][N:14]=2)=[CH:16][CH:17]=1)([CH3:27])[CH3:26], predict the reactants needed to synthesize it. The reactants are: [O:1]=[C:2]1[NH:7][CH:6]=[C:5]([C:8]([OH:10])=O)[CH:4]=[CH:3]1.O[N:12]=[C:13]([C:15]1[CH:20]=[CH:19][C:18]([C:21]([CH3:27])([CH3:26])[C:22]([F:25])([F:24])[F:23])=[CH:17][CH:16]=1)[NH2:14]. (4) Given the product [Cl:38][C:35]1[CH:34]=[CH:33][C:32]([CH:8]([C:5]2[CH:4]=[CH:3][C:2]([Cl:1])=[CH:7][CH:6]=2)[C:9]2[CH:10]=[C:11]3[C:16](=[CH:17][CH:18]=2)[N:15]=[C:14]([OH:19])[CH:13]=[C:12]3[NH:20][C:21]2[CH:31]=[CH:30][C:24]([O:25][CH2:26][C:27]([NH2:43])=[O:29])=[CH:23][CH:22]=2)=[CH:37][CH:36]=1, predict the reactants needed to synthesize it. The reactants are: [Cl:1][C:2]1[CH:7]=[CH:6][C:5]([CH:8]([C:32]2[CH:37]=[CH:36][C:35]([Cl:38])=[CH:34][CH:33]=2)[C:9]2[CH:10]=[C:11]3[C:16](=[CH:17][CH:18]=2)[N:15]=[C:14]([OH:19])[CH:13]=[C:12]3[NH:20][C:21]2[CH:31]=[CH:30][C:24]([O:25][CH2:26][C:27]([OH:29])=O)=[CH:23][CH:22]=2)=[CH:4][CH:3]=1.[NH4+].[Cl-].CC[N:43](C(C)C)C(C)C.CN(C(ON1N=NC2C=CC=NC1=2)=[N+](C)C)C.F[P-](F)(F)(F)(F)F. (5) The reactants are: [NH2:1][C:2]1[N:7]=[C:6]([N:8]2[C@H:13]([CH3:14])[CH2:12][CH2:11][C@H:10]([C:15](O)=[O:16])[CH2:9]2)[CH:5]=[C:4]([C:18]2[CH:23]=[CH:22][C:21]([C:24]#[N:25])=[C:20]([F:26])[CH:19]=2)[N:3]=1.CN(C(ON1N=NC2C=CC=NC1=2)=[N+](C)C)C.F[P-](F)(F)(F)(F)F.CCN(C(C)C)C(C)C.[F:60][C:61]1[CH:66]=[CH:65][CH:64]=[CH:63][C:62]=1[CH2:67][NH2:68]. Given the product [NH2:1][C:2]1[N:7]=[C:6]([N:8]2[C@H:13]([CH3:14])[CH2:12][CH2:11][C@H:10]([C:15]([NH:68][CH2:67][C:62]3[CH:63]=[CH:64][CH:65]=[CH:66][C:61]=3[F:60])=[O:16])[CH2:9]2)[CH:5]=[C:4]([C:18]2[CH:23]=[CH:22][C:21]([C:24]#[N:25])=[C:20]([F:26])[CH:19]=2)[N:3]=1, predict the reactants needed to synthesize it. (6) Given the product [F:1][C:2]1[CH:7]=[CH:6][C:5]([C:8]2[N:9]=[C:10]([CH:14]3[CH2:15][CH2:16][N:17]([C:20]4[C:21]5[C:28]([C:29]#[C:30][C:31]([CH3:38])([OH:33])[CH3:32])=[CH:27][NH:26][C:22]=5[N:23]=[CH:24][N:25]=4)[CH2:18][CH2:19]3)[N:11]([CH3:13])[CH:12]=2)=[CH:4][C:3]=1[C:39]([F:40])([F:41])[F:42], predict the reactants needed to synthesize it. The reactants are: [F:1][C:2]1[CH:7]=[CH:6][C:5]([C:8]2[N:9]=[C:10]([CH:14]3[CH2:19][CH2:18][N:17]([C:20]4[C:21]5[C:28]([C:29]#[C:30][C:31]([CH3:38])([O:33][Si](C)(C)C)[CH3:32])=[CH:27][NH:26][C:22]=5[N:23]=[CH:24][N:25]=4)[CH2:16][CH2:15]3)[N:11]([CH3:13])[CH:12]=2)=[CH:4][C:3]=1[C:39]([F:42])([F:41])[F:40].C1COCC1.[F-].CO.